Dataset: Forward reaction prediction with 1.9M reactions from USPTO patents (1976-2016). Task: Predict the product of the given reaction. (1) Given the reactants [F:1][C:2]1[CH:7]=[CH:6][C:5]([C:8]2[O:9][CH:10]=[C:11]([C:13]([CH3:17])([CH3:16])[CH2:14][NH2:15])[N:12]=2)=[CH:4][CH:3]=1.[F:18][C:19]([F:37])([F:36])[C:20]([C:22]1[S:26][C:25]([C:27]2[CH:28]=[C:29]([CH:33]=[CH:34][CH:35]=2)[C:30](O)=[O:31])=[N:24][CH:23]=1)=[O:21], predict the reaction product. The product is: [F:1][C:2]1[CH:3]=[CH:4][C:5]([C:8]2[O:9][CH:10]=[C:11]([C:13]([CH3:17])([CH3:16])[CH2:14][NH:15][C:30](=[O:31])[C:29]3[CH:33]=[CH:34][CH:35]=[C:27]([C:25]4[S:26][C:22]([C:20](=[O:21])[C:19]([F:37])([F:18])[F:36])=[CH:23][N:24]=4)[CH:28]=3)[N:12]=2)=[CH:6][CH:7]=1. (2) Given the reactants [F:1][C:2]1[CH:9]=[CH:8][C:5]([C:6]#[N:7])=[C:4]([C:10]2[N:11]=[N:12][N:13](C)[N:14]=2)[CH:3]=1.[ClH:16], predict the reaction product. The product is: [ClH:16].[F:1][C:2]1[CH:9]=[CH:8][C:5]([CH2:6][NH2:7])=[C:4]([C:10]2[N:11]=[N:12][NH:13][N:14]=2)[CH:3]=1. (3) Given the reactants [Br:1][C:2]1[CH:3]=[C:4]2[C:9](=[CH:10][CH:11]=1)[C:8](=[O:12])[NH:7][C:6](=[O:13])[C:5]2=[CH:14]OC.CN(C)C=O.[N:22]1([CH2:28][CH2:29][NH2:30])[CH2:27][CH2:26][NH:25][CH2:24][CH2:23]1, predict the reaction product. The product is: [Br:1][C:2]1[CH:3]=[C:4]2[C:9](=[CH:10][CH:11]=1)[C:8](=[O:12])[NH:7][C:6](=[O:13])/[C:5]/2=[CH:14]\[NH:30][CH2:29][CH2:28][N:22]1[CH2:27][CH2:26][NH:25][CH2:24][CH2:23]1. (4) Given the reactants Cl[C:2]1(Cl)[C:10]2[C:5](=[CH:6][CH:7]=[C:8]([O:11][CH3:12])[CH:9]=2)[N:4]([CH2:13][C:14]([O:16][CH3:17])=[O:15])[C:3]1=[O:18], predict the reaction product. The product is: [CH3:12][O:11][C:8]1[CH:9]=[C:10]2[C:5](=[CH:6][CH:7]=1)[N:4]([CH2:13][C:14]([O:16][CH3:17])=[O:15])[C:3](=[O:18])[CH2:2]2. (5) Given the reactants Br[C:2]1[N:7]=[C:6]([NH:8][C:9]([C:11]2[CH:16]=[CH:15][CH:14]=[C:13]([CH3:17])[N:12]=2)=[O:10])[CH:5]=[CH:4][CH:3]=1.[C:18]1(B(O)O)[CH:23]=[CH:22][CH:21]=[CH:20][CH:19]=1, predict the reaction product. The product is: [CH3:17][C:13]1[N:12]=[C:11]([C:9]([NH:8][C:6]2[CH:5]=[CH:4][CH:3]=[C:2]([C:18]3[CH:23]=[CH:22][CH:21]=[CH:20][CH:19]=3)[N:7]=2)=[O:10])[CH:16]=[CH:15][CH:14]=1. (6) Given the reactants [Cl:1][C:2]1[C:12]2[NH:11][C:10](=[O:13])[CH2:9][N+:8]([O-])=[C:7]([C:15]3[CH:20]=[CH:19][CH:18]=[CH:17][C:16]=3[F:21])[C:6]=2[CH:5]=[CH:4][CH:3]=1.C(OC(C)C)(C)C.[C:29]([O:32]C(=O)C)(=[O:31])[CH3:30], predict the reaction product. The product is: [C:29]([O:32][CH:9]1[N:8]=[C:7]([C:15]2[CH:20]=[CH:19][CH:18]=[CH:17][C:16]=2[F:21])[C:6]2[CH:5]=[CH:4][CH:3]=[C:2]([Cl:1])[C:12]=2[NH:11][C:10]1=[O:13])(=[O:31])[CH3:30]. (7) The product is: [ClH:11].[F:46][C:41]1[CH:40]=[C:39]([CH:44]=[CH:43][C:42]=1[F:45])[CH2:38][NH:37][C:36]([C:34]1[CH:33]=[CH:32][C:31]([F:48])=[C:30]([NH:29][C:27]([C:24]2[N:21]3[CH:22]=[CH:23][C:18]([C:15]4[CH:16]=[N:17][C:12]([O:8][CH2:7][CH2:6][N:1]5[CH2:5][CH2:4][CH2:3][CH2:2]5)=[CH:13][CH:14]=4)=[CH:19][C:20]3=[N:26][CH:25]=2)=[O:28])[CH:35]=1)=[O:47]. Given the reactants [N:1]1([CH2:6][CH2:7][OH:8])[CH2:5][CH2:4][CH2:3][CH2:2]1.[H-].[Na+].[Cl:11][C:12]1[N:17]=[CH:16][C:15]([C:18]2[CH:23]=[CH:22][N:21]3[C:24]([C:27]([NH:29][C:30]4[CH:35]=[C:34]([C:36](=[O:47])[NH:37][CH2:38][C:39]5[CH:44]=[CH:43][C:42]([F:45])=[C:41]([F:46])[CH:40]=5)[CH:33]=[CH:32][C:31]=4[F:48])=[O:28])=[CH:25][N:26]=[C:20]3[CH:19]=2)=[CH:14][CH:13]=1.Cl, predict the reaction product. (8) Given the reactants [OH:1][C:2]1[CH:8]=[CH:7][CH:6]=[C:5]([N+:9]([O-:11])=[O:10])[C:3]=1[NH2:4].[H-].[Na+].[CH3:14]I, predict the reaction product. The product is: [CH3:14][O:1][C:2]1[CH:8]=[CH:7][CH:6]=[C:5]([N+:9]([O-:11])=[O:10])[C:3]=1[NH2:4]. (9) Given the reactants C([NH:5][C:6]1[CH:11]=[C:10]([CH:12]([F:14])[F:13])[CH:9]=[CH:8][N:7]=1)(C)(C)C.C([SiH](CC)CC)C.FC(F)(F)C(O)=O, predict the reaction product. The product is: [F:13][CH:12]([F:14])[C:10]1[CH:9]=[CH:8][N:7]=[C:6]([NH2:5])[CH:11]=1. (10) Given the reactants [C:1]([NH:8][C@@H:9]([C:14]([OH:16])=O)[C:10]([CH3:13])([CH3:12])[CH3:11])([O:3]C(C)(C)C)=O.[CH:17]1[CH:18]=[CH:19][C:20]2[N:25](O)N=N[C:21]=2[CH:22]=1.CCN=C=NCCCN(C)C.[CH3:38][C:39]1[N:43]2[C:44](=[O:55])[N:45]([CH2:47][CH2:48][N:49]3[CH2:54][CH2:53][NH:52][CH2:51][CH2:50]3)[CH2:46][C:42]2=[CH:41][N:40]=1.C(Cl)[Cl:57], predict the reaction product. The product is: [Cl:57][C:17]1[CH:22]=[CH:21][C:20]([NH:25][C:1]([NH:8][C@@H:9]([C:14]([N:52]2[CH2:51][CH2:50][N:49]([CH2:48][CH2:47][N:45]3[CH2:46][C:42]4=[CH:41][N:40]=[C:39]([CH3:38])[N:43]4[C:44]3=[O:55])[CH2:54][CH2:53]2)=[O:16])[C:10]([CH3:11])([CH3:12])[CH3:13])=[O:3])=[CH:19][CH:18]=1.